This data is from Full USPTO retrosynthesis dataset with 1.9M reactions from patents (1976-2016). The task is: Predict the reactants needed to synthesize the given product. (1) Given the product [CH:28]1([C:26]([N:23]([CH2:22][C:13]2[CH:14]=[C:15]([C:18]([F:19])([F:20])[F:21])[CH:16]=[CH:17][C:12]=2[C:10]2[CH:11]=[C:6]([CH2:5][C:4]([OH:3])=[O:32])[CH:7]=[N:8][C:9]=2[O:31][CH2:37][C:38]([F:41])([F:40])[F:39])[CH2:24][CH3:25])=[O:27])[CH2:29][CH2:30]1, predict the reactants needed to synthesize it. The reactants are: C([O:3][C:4](=[O:32])[CH2:5][C:6]1[CH:7]=[N:8][C:9]([OH:31])=[C:10]([C:12]2[CH:17]=[CH:16][C:15]([C:18]([F:21])([F:20])[F:19])=[CH:14][C:13]=2[CH2:22][N:23]([C:26]([CH:28]2[CH2:30][CH2:29]2)=[O:27])[CH2:24][CH3:25])[CH:11]=1)C.S(C1C=CC(C)=CC=1)(O[CH2:37][C:38]([F:41])([F:40])[F:39])(=O)=O.C(=O)([O-])[O-].[K+].[K+]. (2) The reactants are: [CH2:1](O)[CH2:2][CH2:3][CH2:4][CH2:5][CH2:6][CH:7]=[CH:8][CH:9]=[CH:10][CH2:11][CH3:12].N1C=CC=CC=1.CN(C)C=O.C1(S([Cl:34])(=O)=O)C=CC=CC=1. Given the product [Cl:34][CH2:1][CH2:2][CH2:3][CH2:4][CH2:5][CH2:6][CH:7]=[CH:8][CH:9]=[CH:10][CH2:11][CH3:12], predict the reactants needed to synthesize it. (3) Given the product [CH3:35][Si:2]([CH3:1])([CH3:34])[CH2:3][CH2:4][O:5][CH2:6][N:7]1[C:11]2[N:12]=[CH:13][N:14]=[C:15]([C:16]3[CH:17]=[N:18][N:19]([CH:21]([CH2:22][CH2:23][OH:24])[CH2:28][CH2:29][OH:30])[CH:20]=3)[C:10]=2[CH:9]=[CH:8]1, predict the reactants needed to synthesize it. The reactants are: [CH3:1][Si:2]([CH3:35])([CH3:34])[CH2:3][CH2:4][O:5][CH2:6][N:7]1[C:11]2[N:12]=[CH:13][N:14]=[C:15]([C:16]3[CH:17]=[N:18][N:19]([CH:21]([CH2:28][C:29](OCC)=[O:30])[CH2:22][C:23](OCC)=[O:24])[CH:20]=3)[C:10]=2[CH:9]=[CH:8]1.[AlH4-].[Li+].